Predict which catalyst facilitates the given reaction. From a dataset of Catalyst prediction with 721,799 reactions and 888 catalyst types from USPTO. (1) Reactant: C([O:8][C:9]1[CH:37]=[CH:36][C:12]2[NH:13][C:14]([C:19]3[C:20](=[O:35])[C:21]([CH2:31][CH2:32][CH2:33][CH3:34])([CH3:30])[C:22]4[C:27]([C:28]=3[OH:29])=[CH:26][CH:25]=[CH:24][CH:23]=4)=[N:15][S:16](=[O:18])(=[O:17])[C:11]=2[CH:10]=1)C1C=CC=CC=1. Product: [CH2:31]([C:21]1([CH3:30])[C:22]2[C:27](=[CH:26][CH:25]=[CH:24][CH:23]=2)[C:28]([OH:29])=[C:19]([C:14]2[NH:13][C:12]3[CH:36]=[CH:37][C:9]([OH:8])=[CH:10][C:11]=3[S:16](=[O:18])(=[O:17])[N:15]=2)[C:20]1=[O:35])[CH2:32][CH2:33][CH3:34]. The catalyst class is: 312. (2) Reactant: [O:1]=[C:2]1[CH2:8][CH:7]2[N:9]([C:10]([O:12][C:13]([CH3:16])([CH3:15])[CH3:14])=[O:11])[CH:4]([CH2:5][CH2:6]2)[CH2:3]1.[BH4-].[Na+]. Product: [OH:1][CH:2]1[CH2:3][CH:4]2[N:9]([C:10]([O:12][C:13]([CH3:16])([CH3:15])[CH3:14])=[O:11])[CH:7]([CH2:6][CH2:5]2)[CH2:8]1. The catalyst class is: 412. (3) Reactant: [H-].[Na+].[C:3]([O:7][C:8]([N:10]1[CH2:15][CH2:14][CH:13]([OH:16])[CH2:12][CH2:11]1)=[O:9])([CH3:6])([CH3:5])[CH3:4].Cl[C:18]1[C:23]([CH3:24])=[CH:22][C:21]([N+:25]([O-:27])=[O:26])=[CH:20][N:19]=1. Product: [C:3]([O:7][C:8]([N:10]1[CH2:15][CH2:14][CH:13]([O:16][C:18]2[C:23]([CH3:24])=[CH:22][C:21]([N+:25]([O-:27])=[O:26])=[CH:20][N:19]=2)[CH2:12][CH2:11]1)=[O:9])([CH3:6])([CH3:4])[CH3:5]. The catalyst class is: 1. (4) Reactant: [NH2:1][C:2]1[CH:7]=[C:6]([N+:8]([O-:10])=[O:9])[CH:5]=[CH:4][C:3]=1[OH:11].C(=O)([O-])[O-].[K+].[K+].Br[C:19](C)([CH3:23])[C:20](Br)=[O:21]. Product: [CH3:23][CH:19]1[O:11][C:3]2[CH:4]=[CH:5][C:6]([N+:8]([O-:10])=[O:9])=[CH:7][C:2]=2[NH:1][C:20]1=[O:21]. The catalyst class is: 10. (5) Reactant: [CH2:1]([O:3][C:4]([N:6]1[CH2:11][CH2:10][CH:9]([CH2:12][CH:13]([NH:18]C(OCC2C=CC=CC=2)=O)[C:14]([O:16][CH3:17])=[O:15])[CH2:8][CH2:7]1)=[O:5])[CH3:2].[CH3:41][C:40]([O:39][C:37](O[C:37]([O:39][C:40]([CH3:43])([CH3:42])[CH3:41])=[O:38])=[O:38])([CH3:43])[CH3:42]. Product: [CH2:1]([O:3][C:4]([N:6]1[CH2:11][CH2:10][CH:9]([CH2:12][CH:13]([NH:18][C:37]([O:39][C:40]([CH3:41])([CH3:42])[CH3:43])=[O:38])[C:14]([O:16][CH3:17])=[O:15])[CH2:8][CH2:7]1)=[O:5])[CH3:2]. The catalyst class is: 19.